Task: Predict which catalyst facilitates the given reaction.. Dataset: Catalyst prediction with 721,799 reactions and 888 catalyst types from USPTO (1) Reactant: I[C:2]1[CH:7]=[CH:6][C:5]([NH:8][C:9]2[S:10][C:11]3[CH:17]=[C:16]([Cl:18])[CH:15]=[CH:14][C:12]=3[N:13]=2)=[C:4]([F:19])[CH:3]=1.B1(B2OC(C)(C)C(C)(C)O2)OC(C)(C)C(C)(C)O1.CC([O-])=O.[K+].Br[C:44]1[CH:59]=[CH:58][C:47]([C:48]([C@@H:50]2[CH2:54][CH2:53][CH2:52][C@H:51]2[C:55]([OH:57])=[O:56])=[O:49])=[CH:46][CH:45]=1.C([O-])([O-])=O.[Cs+].[Cs+]. Product: [Cl:18][C:16]1[CH:15]=[CH:14][C:12]2[N:13]=[C:9]([NH:8][C:5]3[CH:6]=[CH:7][C:2]([C:44]4[CH:45]=[CH:46][C:47]([C:48]([C@@H:50]5[CH2:54][CH2:53][CH2:52][C@H:51]5[C:55]([OH:57])=[O:56])=[O:49])=[CH:58][CH:59]=4)=[CH:3][C:4]=3[F:19])[S:10][C:11]=2[CH:17]=1. The catalyst class is: 710. (2) The catalyst class is: 40. Reactant: C[N:2](C)[CH:3]=[C:4]([C:7]1[CH:12]=[CH:11][CH:10]=[CH:9][N:8]=1)[C:5]#[N:6].Br.[NH2:15]N. Product: [N:8]1[CH:9]=[CH:10][CH:11]=[CH:12][C:7]=1[C:4]1[CH:3]=[N:2][NH:6][C:5]=1[NH2:15]. (3) Reactant: [Li]CCCC.C([Mg]Cl)(C)C.C(OCC)C.Br[C:17]1[C:18]([CH3:23])=[N:19][CH:20]=[CH:21][CH:22]=1.[C:24]([O:28][CH2:29][CH3:30])(=[O:27])[CH:25]=[O:26].C1(C)C=CC=CC=1.C([O-])([O-])=O.[K+].[K+]. Product: [OH:26][CH:25]([C:17]1[C:18]([CH3:23])=[N:19][CH:20]=[CH:21][CH:22]=1)[C:24]([O:28][CH2:29][CH3:30])=[O:27]. The catalyst class is: 1.